This data is from Full USPTO retrosynthesis dataset with 1.9M reactions from patents (1976-2016). The task is: Predict the reactants needed to synthesize the given product. (1) Given the product [CH2:1]([N:8]1[CH:13]([CH3:14])[CH2:12][O:11][C@@H:10]([CH2:24][OH:25])[C:9]1=[O:15])[C:2]1[CH:3]=[CH:4][CH:5]=[CH:6][CH:7]=1, predict the reactants needed to synthesize it. The reactants are: [CH2:1]([N:8]1[C@@H:13]([CH3:14])[CH2:12][O:11][CH2:10][C:9]1=[O:15])[C:2]1[CH:7]=[CH:6][CH:5]=[CH:4][CH:3]=1.[Li+].CC([N-]C(C)C)C.[CH2:24]=[O:25]. (2) Given the product [Cl:1][C:2]1[S:6][C:5]([C:7]([O:9][CH3:16])=[O:8])=[CH:4][CH:3]=1, predict the reactants needed to synthesize it. The reactants are: [Cl:1][C:2]1[S:6][C:5]([C:7]([OH:9])=[O:8])=[CH:4][CH:3]=1.S(=O)(=O)(O)O.O.[CH3:16]O. (3) Given the product [C:1]1([C@H:7]2[O:11][C:10](=[O:12])[NH:9][C@@H:8]2[C:13]2[CH:18]=[CH:17][N:16]=[C:15]([C:19]#[C:20][C:33]3[CH:28]=[N:29][CH:30]=[CH:31][CH:32]=3)[CH:14]=2)[CH:6]=[CH:5][CH:4]=[CH:3][CH:2]=1, predict the reactants needed to synthesize it. The reactants are: [C:1]1([C@H:7]2[O:11][C:10](=[O:12])[NH:9][C@@H:8]2[C:13]2[CH:18]=[CH:17][N:16]=[C:15]([C:19]#[C:20]C3C=CC=CN=3)[CH:14]=2)[CH:6]=[CH:5][CH:4]=[CH:3][CH:2]=1.Br[C:28]1[CH:33]=[C:32]([C@@H]2[C@@H](C3C=CC=CC=3)OC(=O)N2)[CH:31]=[CH:30][N:29]=1.C[Si](C#CC1C=NC=CC=1)(C)C. (4) Given the product [Cl:40][CH2:41][C:42]([NH:44][C:45](=[O:46])[NH:1][C:2]1[C:21]([C:22]2[CH:23]=[CH:24][C:25]3[O:38][CH2:37][N:28]4[C:29]5[CH:30]=[CH:31][CH:32]=[C:33]([F:36])[C:34]=5[CH:35]=[C:27]4[C:26]=3[N:39]=2)=[CH:20][C:5]2[C:6]([C:16]([NH:18][CH3:19])=[O:17])=[C:7]([C:9]3[CH:14]=[CH:13][C:12]([F:15])=[CH:11][CH:10]=3)[O:8][C:4]=2[CH:3]=1)=[O:43], predict the reactants needed to synthesize it. The reactants are: [NH2:1][C:2]1[C:21]([C:22]2[CH:23]=[CH:24][C:25]3[O:38][CH2:37][N:28]4[C:29]5[CH:30]=[CH:31][CH:32]=[C:33]([F:36])[C:34]=5[CH:35]=[C:27]4[C:26]=3[N:39]=2)=[CH:20][C:5]2[C:6]([C:16]([NH:18][CH3:19])=[O:17])=[C:7]([C:9]3[CH:14]=[CH:13][C:12]([F:15])=[CH:11][CH:10]=3)[O:8][C:4]=2[CH:3]=1.[Cl:40][CH2:41][C:42]([N:44]=[C:45]=[O:46])=[O:43]. (5) Given the product [NH:1]([C:23]([O:25][CH2:26][CH:27]1[C:28]2[C:33](=[CH:32][CH:31]=[CH:30][CH:29]=2)[C:34]2[C:39]1=[CH:38][CH:37]=[CH:36][CH:35]=2)=[O:24])[C@H:2]([C:7]([NH:9][C@H:10]([C:12]([NH:14][C@H:15]([C:20]([O:22][CH2:45][C:46]1[CH:51]=[CH:50][CH:49]=[CH:48][CH:47]=1)=[O:21])[CH2:16][CH:17]([CH3:19])[CH3:18])=[O:13])[CH3:11])=[O:8])[CH2:3][CH2:4][S:5][CH3:6], predict the reactants needed to synthesize it. The reactants are: [NH:1]([C:23]([O:25][CH2:26][CH:27]1[C:39]2[C:34](=[CH:35][CH:36]=[CH:37][CH:38]=2)[C:33]2[C:28]1=[CH:29][CH:30]=[CH:31][CH:32]=2)=[O:24])[C@H:2]([C:7]([NH:9][C@H:10]([C:12]([NH:14][C@H:15]([C:20]([OH:22])=[O:21])[CH2:16][CH:17]([CH3:19])[CH3:18])=[O:13])[CH3:11])=[O:8])[CH2:3][CH2:4][S:5][CH3:6].CN(C=O)C.[CH2:45](Br)[C:46]1[CH:51]=[CH:50][CH:49]=[CH:48][CH:47]=1.C(=O)([O-])[O-].[Cs+].[Cs+]. (6) Given the product [F:5][C:6]1[CH:7]=[C:8]2[C:12](=[CH:13][CH:14]=1)[C:11](=[O:15])[NH:1][CH2:10][CH2:9]2, predict the reactants needed to synthesize it. The reactants are: [N-:1]=[N+]=[N-].[Na+].[F:5][C:6]1[CH:7]=[C:8]2[C:12](=[CH:13][CH:14]=1)[C:11](=[O:15])[CH2:10][CH2:9]2.CS(O)(=O)=O.[OH-].[Na+].